Predict which catalyst facilitates the given reaction. From a dataset of Catalyst prediction with 721,799 reactions and 888 catalyst types from USPTO. (1) Reactant: [Cl:1][C:2]1[N:7]=[C:6](Cl)[CH:5]=[C:4]([CH2:9][CH2:10][CH3:11])[N:3]=1.[NH2:12][C:13]1[CH:18]=[CH:17][C:16]([CH3:19])=[CH:15][CH:14]=1.C(N(CC)CC)C. Product: [Cl:1][C:2]1[N:7]=[C:6]([NH:12][C:13]2[CH:18]=[CH:17][C:16]([CH3:19])=[CH:15][CH:14]=2)[CH:5]=[C:4]([CH2:9][CH2:10][CH3:11])[N:3]=1. The catalyst class is: 23. (2) Reactant: FC(F)(F)C(O[C:6](=[O:11])[C:7](F)(F)F)=O.[CH2:14]([C:17]1[CH:26]=[CH:25][CH:24]=[C:23]2[C:18]=1[CH:19]=CC=[N+:22]2[O-])[CH:15]=[CH2:16]. Product: [CH2:14]([C:17]1[CH:26]=[CH:25][CH:24]=[C:23]2[C:18]=1[CH:19]=[CH:7][C:6](=[O:11])[NH:22]2)[CH:15]=[CH2:16]. The catalyst class is: 3. (3) Reactant: C([O:4][C:5]1[CH:10]=[CH:9][C:8]([C:11]2[O:16][C:15]3[CH:17]=[CH:18][CH:19]=[CH:20][C:14]=3[O:13][CH:12]=2)=[CH:7][CH:6]=1)(=O)C.C1COCC1.C([O-])([O-])=O.[K+].[K+]. Product: [O:16]1[C:11]([C:8]2[CH:7]=[CH:6][C:5]([OH:4])=[CH:10][CH:9]=2)=[CH:12][O:13][C:14]2[CH:20]=[CH:19][CH:18]=[CH:17][C:15]1=2. The catalyst class is: 5. (4) Reactant: O.[OH-].[Li+].C([O:6][C:7](=O)[CH2:8][C:9]1[N:13]2[CH:14]=[C:15]([CH2:18][N:19]([CH3:21])[CH3:20])[CH:16]=[CH:17][C:12]2=[N:11][CH:10]=1)C.FC(F)(F)C(O)=O.C(N1C=CN=C1)([N:32]1C=CN=C1)=O. Product: [CH3:20][N:19]([CH2:18][C:15]1[CH:16]=[CH:17][C:12]2[N:13]([C:9]([CH2:8][C:7]([NH2:32])=[O:6])=[CH:10][N:11]=2)[CH:14]=1)[CH3:21]. The catalyst class is: 38. (5) Reactant: [Br:1][C:2]1[CH:3]=[C:4]([CH:6]=[CH:7][C:8]=1[CH3:9])[NH2:5].CO[CH:12]=[C:13]1[C:18](=[O:19])[O:17][C:16]([CH3:21])([CH3:20])[O:15][C:14]1=[O:22]. The catalyst class is: 41. Product: [Br:1][C:2]1[CH:3]=[C:4]([NH:5][CH:12]=[C:13]2[C:14](=[O:22])[O:15][C:16]([CH3:20])([CH3:21])[O:17][C:18]2=[O:19])[CH:6]=[CH:7][C:8]=1[CH3:9]. (6) Reactant: C([C@@H]1CC[C@H]([O:11][C:12]2[CH:21]=[C:20]([CH3:22])[C:19]3[C:14](=[CH:15][CH:16]=[CH:17][CH:18]=3)[C:13]=2[CH:23]=O)CC1)(C)(C)C.[NH:25]1[CH2:30][CH2:29][CH:28]([C:31]([O:33][CH2:34][CH3:35])=[O:32])[CH2:27][CH2:26]1.CC(O)=O.[BH-](OC(C)=O)(OC(C)=O)OC(C)=O.[Na+]. Product: [OH:11][C:12]1[CH:21]=[C:20]([CH3:22])[C:19]2[C:14](=[CH:15][CH:16]=[CH:17][CH:18]=2)[C:13]=1[CH2:23][N:25]1[CH2:30][CH2:29][CH:28]([C:31]([O:33][CH2:34][CH3:35])=[O:32])[CH2:27][CH2:26]1. The catalyst class is: 839. (7) Reactant: [I-].[CH3:2][S+](C)(C)=O.[H-].[Na+].[CH:9]([C@@H:11]1[CH2:16][C@H:15]([N:17]([C:22]([C:24]2[N:28]([CH2:29][CH2:30][CH2:31][CH2:32][O:33][CH3:34])[C:27]3[CH:35]=[CH:36][CH:37]=[CH:38][C:26]=3[N:25]=2)=[O:23])[CH2:18][CH:19]([CH3:21])[CH3:20])[CH2:14][N:13]([C:39]([O:41][C:42]([CH3:45])([CH3:44])[CH3:43])=[O:40])[CH2:12]1)=[O:10].[Cl-].[NH4+]. Product: [CH3:34][O:33][CH2:32][CH2:31][CH2:30][CH2:29][N:28]1[C:27]2[CH:35]=[CH:36][CH:37]=[CH:38][C:26]=2[N:25]=[C:24]1[C:22]([N:17]([CH2:18][CH:19]([CH3:20])[CH3:21])[C@H:15]1[CH2:16][C@@H:11]([CH:9]2[CH2:2][O:10]2)[CH2:12][N:13]([C:39]([O:41][C:42]([CH3:43])([CH3:45])[CH3:44])=[O:40])[CH2:14]1)=[O:23]. The catalyst class is: 16. (8) The catalyst class is: 16. Product: [O:20]=[S:2]1(=[O:1])[C:6]2[CH:7]=[C:8]([NH:11][C:12]([N:34]3[CH2:33][CH2:32][N:31]([C:29]4[S:28][N:27]=[C:26]([C:22]5[S:21][CH:25]=[CH:24][CH:23]=5)[N:30]=4)[CH2:36][CH2:35]3)=[O:19])[CH:9]=[CH:10][C:5]=2[CH:4]=[CH:3]1. Reactant: [O:1]=[S:2]1(=[O:20])[C:6]2[CH:7]=[C:8]([NH:11][C:12](=[O:19])OCC(Cl)(Cl)Cl)[CH:9]=[CH:10][C:5]=2[CH:4]=[CH:3]1.[S:21]1[CH:25]=[CH:24][CH:23]=[C:22]1[C:26]1[N:30]=[C:29]([N:31]2[CH2:36][CH2:35][NH:34][CH2:33][CH2:32]2)[S:28][N:27]=1.C(N(C(C)C)CC)(C)C.O. (9) Reactant: FC(F)(F)C1N=C2N=CC=CC2=NC=1O.[F:16][C:17]([F:30])([F:29])[C:18]1[N:19]=[C:20]2[CH:28]=[CH:27][CH:26]=[N:25][C:21]2=[N:22][C:23]=1O.[Cl:31]C1N=C2C=CC=NC2=NC=1C(F)(F)F. Product: [Cl:31][C:23]1[N:22]=[C:21]2[N:25]=[CH:26][CH:27]=[CH:28][C:20]2=[N:19][C:18]=1[C:17]([F:30])([F:29])[F:16]. The catalyst class is: 265.